This data is from Reaction yield outcomes from USPTO patents with 853,638 reactions. The task is: Predict the reaction yield, written as a fraction of the theoretical maximum amount of product (1.0 means a 100% yield; for example, 0.34 means a 34% yield). (1) The reactants are [I:1][C:2]1[CH:3]=[C:4]([CH:6]=[CH:7][C:8]=1[O:9][CH3:10])[NH2:5].[C:11](O)([C:13](F)(F)F)=O.C(O[BH-](O[C:28](=O)[CH3:29])OC(=O)C)(=O)C.[CH3:31][N+:32](C)(C)[CH3:33]. The catalyst is C(Cl)Cl. The product is [I:1][C:2]1[CH:3]=[C:4]([NH:5][CH:13]2[CH2:11][CH2:31][N:32]([CH3:33])[CH2:28][CH2:29]2)[CH:6]=[CH:7][C:8]=1[O:9][CH3:10]. The yield is 0.790. (2) The reactants are [CH3:1][O:2][C:3](=[O:10])[CH2:4][CH:5]([CH3:9])[C:6](O)=[O:7].CN(C=O)C.C(Cl)(=O)C([Cl:19])=O. The catalyst is C(Cl)Cl. The product is [CH3:1][O:2][C:3](=[O:10])[CH2:4][CH:5]([CH3:9])[C:6]([Cl:19])=[O:7]. The yield is 0.960. (3) The reactants are Br[C:2]1[CH:3]=[C:4]([N:8]2[C:16]3[CH:15]=[C:14]([N:17]4[CH2:21][CH2:20][C@@H:19]([OH:22])[CH2:18]4)[N:13]=[CH:12][C:11]=3[C:10]([C:23]([NH2:25])=[O:24])=[N:9]2)[CH:5]=[CH:6][CH:7]=1.[C:26]([C@:28]1([OH:35])[CH2:32][CH2:31][N:30]([CH3:33])[C:29]1=[O:34])#[CH:27]. No catalyst specified. The product is [OH:35][C@@:28]1([C:26]#[C:27][C:2]2[CH:3]=[C:4]([N:8]3[C:16]4[CH:15]=[C:14]([N:17]5[CH2:21][CH2:20][C@@H:19]([OH:22])[CH2:18]5)[N:13]=[CH:12][C:11]=4[C:10]([C:23]([NH2:25])=[O:24])=[N:9]3)[CH:5]=[CH:6][CH:7]=2)[CH2:32][CH2:31][N:30]([CH3:33])[C:29]1=[O:34]. The yield is 0.540.